This data is from NCI-60 drug combinations with 297,098 pairs across 59 cell lines. The task is: Regression. Given two drug SMILES strings and cell line genomic features, predict the synergy score measuring deviation from expected non-interaction effect. (1) Drug 1: CC1=C(N=C(N=C1N)C(CC(=O)N)NCC(C(=O)N)N)C(=O)NC(C(C2=CN=CN2)OC3C(C(C(C(O3)CO)O)O)OC4C(C(C(C(O4)CO)O)OC(=O)N)O)C(=O)NC(C)C(C(C)C(=O)NC(C(C)O)C(=O)NCCC5=NC(=CS5)C6=NC(=CS6)C(=O)NCCC[S+](C)C)O. Drug 2: CC12CCC3C(C1CCC2OP(=O)(O)O)CCC4=C3C=CC(=C4)OC(=O)N(CCCl)CCCl.[Na+]. Cell line: HL-60(TB). Synergy scores: CSS=-3.48, Synergy_ZIP=4.78, Synergy_Bliss=6.81, Synergy_Loewe=-5.13, Synergy_HSA=-4.57. (2) Drug 1: CN(C)C1=NC(=NC(=N1)N(C)C)N(C)C. Drug 2: C1=NC(=NC(=O)N1C2C(C(C(O2)CO)O)O)N. Cell line: OVCAR3. Synergy scores: CSS=4.52, Synergy_ZIP=-1.62, Synergy_Bliss=0.708, Synergy_Loewe=-12.5, Synergy_HSA=-2.21. (3) Drug 1: C1CN(CCN1C(=O)CCBr)C(=O)CCBr. Drug 2: CC(C)NC(=O)C1=CC=C(C=C1)CNNC.Cl. Cell line: RPMI-8226. Synergy scores: CSS=32.4, Synergy_ZIP=-8.26, Synergy_Bliss=-2.64, Synergy_Loewe=-10.0, Synergy_HSA=-5.55. (4) Drug 1: CS(=O)(=O)CCNCC1=CC=C(O1)C2=CC3=C(C=C2)N=CN=C3NC4=CC(=C(C=C4)OCC5=CC(=CC=C5)F)Cl. Drug 2: CNC(=O)C1=NC=CC(=C1)OC2=CC=C(C=C2)NC(=O)NC3=CC(=C(C=C3)Cl)C(F)(F)F. Cell line: HT29. Synergy scores: CSS=60.8, Synergy_ZIP=3.24, Synergy_Bliss=1.21, Synergy_Loewe=-2.68, Synergy_HSA=3.93. (5) Cell line: OVCAR-5. Drug 2: C1CCC(C1)C(CC#N)N2C=C(C=N2)C3=C4C=CNC4=NC=N3. Drug 1: CN1CCC(CC1)COC2=C(C=C3C(=C2)N=CN=C3NC4=C(C=C(C=C4)Br)F)OC. Synergy scores: CSS=13.7, Synergy_ZIP=-0.603, Synergy_Bliss=3.51, Synergy_Loewe=-14.1, Synergy_HSA=-0.163. (6) Drug 1: CS(=O)(=O)C1=CC(=C(C=C1)C(=O)NC2=CC(=C(C=C2)Cl)C3=CC=CC=N3)Cl. Drug 2: CC12CCC(CC1=CCC3C2CCC4(C3CC=C4C5=CN=CC=C5)C)O. Cell line: HCT-15. Synergy scores: CSS=11.8, Synergy_ZIP=-1.31, Synergy_Bliss=2.39, Synergy_Loewe=0.598, Synergy_HSA=1.10. (7) Drug 1: C1=CC=C(C=C1)NC(=O)CCCCCCC(=O)NO. Drug 2: CC(C)NC(=O)C1=CC=C(C=C1)CNNC.Cl. Cell line: HT29. Synergy scores: CSS=-5.76, Synergy_ZIP=-5.24, Synergy_Bliss=-4.02, Synergy_Loewe=-18.8, Synergy_HSA=-7.18. (8) Synergy scores: CSS=15.0, Synergy_ZIP=5.69, Synergy_Bliss=3.31, Synergy_Loewe=-5.00, Synergy_HSA=2.42. Drug 2: C1CC(=O)NC(=O)C1N2C(=O)C3=CC=CC=C3C2=O. Cell line: T-47D. Drug 1: CC12CCC3C(C1CCC2O)C(CC4=C3C=CC(=C4)O)CCCCCCCCCS(=O)CCCC(C(F)(F)F)(F)F. (9) Drug 1: CCC1(CC2CC(C3=C(CCN(C2)C1)C4=CC=CC=C4N3)(C5=C(C=C6C(=C5)C78CCN9C7C(C=CC9)(C(C(C8N6C)(C(=O)OC)O)OC(=O)C)CC)OC)C(=O)OC)O.OS(=O)(=O)O. Drug 2: CC1CCCC2(C(O2)CC(NC(=O)CC(C(C(=O)C(C1O)C)(C)C)O)C(=CC3=CSC(=N3)C)C)C. Cell line: SN12C. Synergy scores: CSS=36.3, Synergy_ZIP=0.338, Synergy_Bliss=-2.81, Synergy_Loewe=-11.8, Synergy_HSA=-2.83.